This data is from Peptide-MHC class II binding affinity with 134,281 pairs from IEDB. The task is: Regression. Given a peptide amino acid sequence and an MHC pseudo amino acid sequence, predict their binding affinity value. This is MHC class II binding data. (1) The peptide sequence is NKEITEILPDNNPSP. The MHC is HLA-DQA10101-DQB10501 with pseudo-sequence HLA-DQA10101-DQB10501. The binding affinity (normalized) is 0.127. (2) The peptide sequence is GSFIIDGKSRKECPF. The MHC is HLA-DQA10501-DQB10303 with pseudo-sequence HLA-DQA10501-DQB10303. The binding affinity (normalized) is 0. (3) The peptide sequence is STNIRQAGVQYSR. The MHC is DRB1_1101 with pseudo-sequence DRB1_1101. The binding affinity (normalized) is 0.254. (4) The peptide sequence is HLRKVILSEISFHLV. The MHC is DRB1_0101 with pseudo-sequence DRB1_0101. The binding affinity (normalized) is 0.933. (5) The peptide sequence is SPAIFQSSMTKILEP. The MHC is DRB4_0101 with pseudo-sequence DRB4_0103. The binding affinity (normalized) is 0.114.